This data is from Reaction yield outcomes from USPTO patents with 853,638 reactions. The task is: Predict the reaction yield, written as a fraction of the theoretical maximum amount of product (1.0 means a 100% yield; for example, 0.34 means a 34% yield). (1) The reactants are [Br:1][CH:2]([CH:5]=O)[CH:3]=O.[NH2:7][C:8]1[CH:12]=[CH:11][NH:10][N:9]=1. The catalyst is C(O)(=O)C. The product is [Br:1][C:2]1[CH:5]=[C:12]2[CH:11]=[N:10][NH:9][C:8]2=[N:7][CH:3]=1. The yield is 0.110. (2) The reactants are [Cl:1][C:2]1[C:7]([N+:8]([O-:10])=[O:9])=[CH:6][N:5]=[C:4]([NH2:11])[C:3]=1[C:12]#[C:13][Si](C)(C)C.[F-].[K+].C. The catalyst is CN(C=O)C. The product is [Cl:1][C:2]1[C:7]([N+:8]([O-:10])=[O:9])=[CH:6][N:5]=[C:4]([NH2:11])[C:3]=1[C:12]#[CH:13]. The yield is 0.710.